From a dataset of Reaction yield outcomes from USPTO patents with 853,638 reactions. Predict the reaction yield, written as a fraction of the theoretical maximum amount of product (1.0 means a 100% yield; for example, 0.34 means a 34% yield). (1) The reactants are [F:1][C:2]1[CH:17]=[C:16]([F:18])[CH:15]=[CH:14][C:3]=1[CH2:4][C@H:5]([CH2:12][CH3:13])[CH2:6]OS(C)(=O)=O.[I-:19].[Na+]. The catalyst is CC(C)=O. The product is [F:1][C:2]1[CH:17]=[C:16]([F:18])[CH:15]=[CH:14][C:3]=1[CH2:4][C@@H:5]([CH2:6][I:19])[CH2:12][CH3:13]. The yield is 0.910. (2) The reactants are NN.[N:3]1([CH2:8][CH2:9][NH:10][C:11]2[N:16]=[C:15]([C:17]3[S:21][C:20]4[C:22]([C:26]5[CH:31]=[C:30]([F:32])[N:29]=[CH:28][C:27]=5[O:33][CH2:34][CH2:35][N:36]5C(=O)C6C(=CC=CC=6)C5=O)=[CH:23][CH:24]=[CH:25][C:19]=4[CH:18]=3)[C:14]([F:47])=[CH:13][N:12]=2)[CH:7]=[CH:6][N:5]=[N:4]1. The catalyst is C(O)C. The product is [N:3]1([CH2:8][CH2:9][NH:10][C:11]2[N:16]=[C:15]([C:17]3[S:21][C:20]4[C:22]([C:26]5[C:27]([O:33][CH2:34][CH2:35][NH2:36])=[CH:28][N:29]=[C:30]([F:32])[CH:31]=5)=[CH:23][CH:24]=[CH:25][C:19]=4[CH:18]=3)[C:14]([F:47])=[CH:13][N:12]=2)[CH:7]=[CH:6][N:5]=[N:4]1. The yield is 0.350. (3) The reactants are Cl[C:2]1[CH:7]=[CH:6][N:5]2[C:8]([C:11]([NH:13][C:14]3[CH:22]=[CH:21][CH:20]=[C:19]4[C:15]=3[C:16]([CH3:33])=[N:17][N:18]4[CH2:23][C:24]3[CH:29]=[CH:28][CH:27]=[C:26]([CH:30]([CH3:32])[CH3:31])[N:25]=3)=[O:12])=[CH:9][N:10]=[C:4]2[CH:3]=1.[CH3:34][C@@H:35]1[N:40]([CH3:41])[CH2:39][CH2:38][N:37]([CH2:42][CH2:43][OH:44])[CH2:36]1.[OH-].[K+].CS(C)=O. The catalyst is O. The product is [CH3:34][C@@H:35]1[N:40]([CH3:41])[CH2:39][CH2:38][N:37]([CH2:42][CH2:43][O:44][C:2]2[CH:7]=[CH:6][N:5]3[C:8]([C:11]([NH:13][C:14]4[CH:22]=[CH:21][CH:20]=[C:19]5[C:15]=4[C:16]([CH3:33])=[N:17][N:18]5[CH2:23][C:24]4[CH:29]=[CH:28][CH:27]=[C:26]([CH:30]([CH3:32])[CH3:31])[N:25]=4)=[O:12])=[CH:9][N:10]=[C:4]3[CH:3]=2)[CH2:36]1. The yield is 0.530. (4) The reactants are [Cl:1][C:2]1[CH:3]=[C:4]2[C:9](=[CH:10][CH:11]=1)[N:8]=[C:7]([NH:12][C:13](=[O:17])OCC)[C:6]([O:18][CH3:19])=[N:5]2.[Cl:20][C:21]1[CH:22]=[C:23]([N:27]2[CH2:32][CH2:31][NH:30][CH2:29][CH2:28]2)[CH:24]=[CH:25][CH:26]=1. No catalyst specified. The product is [Cl:1][C:2]1[CH:3]=[C:4]2[C:9](=[CH:10][CH:11]=1)[N:8]=[C:7]([NH:12][C:13]([N:30]1[CH2:29][CH2:28][N:27]([C:23]3[CH:24]=[CH:25][CH:26]=[C:21]([Cl:20])[CH:22]=3)[CH2:32][CH2:31]1)=[O:17])[C:6]([O:18][CH3:19])=[N:5]2. The yield is 0.860.